Dataset: Full USPTO retrosynthesis dataset with 1.9M reactions from patents (1976-2016). Task: Predict the reactants needed to synthesize the given product. (1) The reactants are: [Cl:1][C:2]1[C:3]([Cl:11])=[N:4][CH:5]=[C:6]([CH:10]=1)[C:7]([OH:9])=[O:8].[CH3:12]OC(OC)(OC)C. Given the product [Cl:1][C:2]1[C:3]([Cl:11])=[N:4][CH:5]=[C:6]([CH:10]=1)[C:7]([O:9][CH3:12])=[O:8], predict the reactants needed to synthesize it. (2) Given the product [F:14][C:15]1[CH:16]=[N:17][C:18]2[C:23]([C:24]=1[CH2:25][CH2:26][C:27]13[CH2:34][CH2:33][C:30]([NH:35][CH2:12][C:10]4[N:9]=[CH:8][C:5]5[O:6][CH2:7][C:2](=[O:1])[NH:3][C:4]=5[N:11]=4)([CH2:31][CH2:32]1)[CH2:29][O:28]3)=[N:22][C:21]([O:36][CH3:37])=[CH:20][CH:19]=2, predict the reactants needed to synthesize it. The reactants are: [O:1]=[C:2]1[CH2:7][O:6][C:5]2[CH:8]=[N:9][C:10]([CH:12]=O)=[N:11][C:4]=2[NH:3]1.[F:14][C:15]1[CH:16]=[N:17][C:18]2[C:23]([C:24]=1[CH2:25][CH2:26][C:27]13[CH2:34][CH2:33][C:30]([NH2:35])([CH2:31][CH2:32]1)[CH2:29][O:28]3)=[N:22][C:21]([O:36][CH3:37])=[CH:20][CH:19]=2.C(O)(=O)C.C(O[BH-](OC(=O)C)OC(=O)C)(=O)C.[Na+]. (3) Given the product [C:30]([O:29][C:27]([CH2:26][CH2:25][C@H:2]([NH:1][C:45](=[O:46])[CH2:44][Br:43])[C:3]([NH:5][C@@H:6]([CH2:14][CH2:15][C:16]([O:18][CH2:19][CH2:20][Si:21]([CH3:23])([CH3:22])[CH3:24])=[O:17])[C:7]([O:9][C:10]([CH3:13])([CH3:12])[CH3:11])=[O:8])=[O:4])=[O:28])([CH3:33])([CH3:32])[CH3:31], predict the reactants needed to synthesize it. The reactants are: [NH2:1][C@@H:2]([CH2:25][CH2:26][C:27]([O:29][C:30]([CH3:33])([CH3:32])[CH3:31])=[O:28])[C:3]([NH:5][C@@H:6]([CH2:14][CH2:15][C:16]([O:18][CH2:19][CH2:20][Si:21]([CH3:24])([CH3:23])[CH3:22])=[O:17])[C:7]([O:9][C:10]([CH3:13])([CH3:12])[CH3:11])=[O:8])=[O:4].C(N(C(C)C)CC)(C)C.[Br:43][CH2:44][C:45](Br)=[O:46].CO. (4) Given the product [CH:1]1([CH2:7][NH:8][C:9]2[O:10][C:11]3[CH:17]=[C:16]([O:18][C:19]4[CH:24]=[CH:23][N:22]=[C:21]([CH2:25][OH:26])[CH:20]=4)[CH:15]=[CH:14][C:12]=3[N:13]=2)[CH2:2][CH2:3][CH2:4][CH2:5][CH2:6]1, predict the reactants needed to synthesize it. The reactants are: [CH:1]1([CH2:7][NH:8][C:9]2[O:10][C:11]3[CH:17]=[C:16]([O:18][C:19]4[CH:24]=[CH:23][N:22]=[C:21]([C:25](O)=[O:26])[CH:20]=4)[CH:15]=[CH:14][C:12]=3[N:13]=2)[CH2:6][CH2:5][CH2:4][CH2:3][CH2:2]1. (5) Given the product [CH2:1]([NH:8][C:9]1[C:10]2[NH:18][N:17]=[C:16]([CH:19]([CH3:21])[CH3:20])[C:11]=2[N:12]=[C:13]([NH:27][CH:24]([CH2:23][OH:22])[CH2:25][CH3:26])[N:14]=1)[C:2]1[CH:7]=[CH:6][CH:5]=[CH:4][CH:3]=1, predict the reactants needed to synthesize it. The reactants are: [CH2:1]([NH:8][C:9]1[C:10]2[NH:18][N:17]=[C:16]([CH:19]([CH3:21])[CH3:20])[C:11]=2[N:12]=[C:13](Cl)[N:14]=1)[C:2]1[CH:7]=[CH:6][CH:5]=[CH:4][CH:3]=1.[OH:22][CH2:23][CH:24]([NH2:27])[CH2:25][CH3:26]. (6) Given the product [OH:1][CH:2]([C:8]1[CH:9]=[N:10][CH:11]=[C:12]([C:14]2[CH:15]=[C:16]3[C:22]([C:23]4[N:24]([CH3:28])[N:25]=[CH:26][CH:27]=4)=[CH:21][NH:20][C:17]3=[N:18][CH:19]=2)[CH:13]=1)[C:3]([N:5]([CH3:7])[CH3:6])=[O:4], predict the reactants needed to synthesize it. The reactants are: [OH:1][CH:2]([C:8]1[CH:9]=[N:10][CH:11]=[C:12]([C:14]2[CH:15]=[C:16]3[C:22]([C:23]4[N:24]([CH3:28])[N:25]=[CH:26][CH:27]=4)=[CH:21][N:20](COCC[Si](C)(C)C)[C:17]3=[N:18][CH:19]=2)[CH:13]=1)[C:3]([N:5]([CH3:7])[CH3:6])=[O:4]. (7) Given the product [CH3:1][O:2][C:3]([C:5]1[C:13]2[C:8](=[C:9]([O:14][CH:15]([F:17])[F:16])[CH:10]=[CH:11][CH:12]=2)[N:7]([CH2:21][CH2:20][O:19][CH3:18])[CH:6]=1)=[O:4], predict the reactants needed to synthesize it. The reactants are: [CH3:1][O:2][C:3]([C:5]1[C:13]2[C:8](=[C:9]([O:14][CH:15]([F:17])[F:16])[CH:10]=[CH:11][CH:12]=2)[NH:7][CH:6]=1)=[O:4].[CH3:18][O:19][CH2:20][CH2:21]Br. (8) Given the product [C:6]([C:5]1[C:8]([CH3:10])=[CH:9][C:2]([NH:1][C:17](=[O:18])[O:16][C:13]([CH3:15])([CH3:14])[CH3:12])=[N:3][C:4]=1[CH3:11])#[N:7], predict the reactants needed to synthesize it. The reactants are: [NH2:1][C:2]1[CH:9]=[C:8]([CH3:10])[C:5]([C:6]#[N:7])=[C:4]([CH3:11])[N:3]=1.[CH3:12][C:13]([O:16][C:17](O[C:17]([O:16][C:13]([CH3:15])([CH3:14])[CH3:12])=[O:18])=[O:18])([CH3:15])[CH3:14].[OH-].[Na+].OO. (9) Given the product [Br:6][C:3]1[CH:1]=[N:15][C:11]2[C:12]([CH:4]=1)=[CH:13][CH:14]=[C:9]([O:8][CH3:7])[CH:10]=2, predict the reactants needed to synthesize it. The reactants are: [CH:1]([CH:3]([Br:6])[CH:4]=O)=O.[CH3:7][O:8][C:9]1[CH:14]=[CH:13][CH:12]=[C:11]([NH2:15])[CH:10]=1.C(O)(=O)C. (10) Given the product [O:1]=[C:2]1[CH:15]=[C:14]2[C:5](=[C:6]([C:33]3[CH:42]=[CH:41][CH:40]=[CH:39][C:34]=3[C:35]([OH:37])=[O:36])[C:7]3[C:12]([O:13]2)=[CH:11][C:10]([O:16][CH2:17][C:18]2[CH:19]=[CH:20][C:21]([B:24]4[O:28][C:27]([CH3:30])([CH3:29])[C:26]([CH3:32])([CH3:31])[O:25]4)=[CH:22][CH:23]=2)=[CH:9][CH:8]=3)[CH:4]=[CH:3]1, predict the reactants needed to synthesize it. The reactants are: [O:1]=[C:2]1[CH:15]=[C:14]2[C:5](=[C:6]([C:33]3[CH:42]=[CH:41][CH:40]=[CH:39][C:34]=3[C:35]([O:37]C)=[O:36])[C:7]3[C:12]([O:13]2)=[CH:11][C:10]([O:16][CH2:17][C:18]2[CH:23]=[CH:22][C:21]([B:24]4[O:28][C:27]([CH3:30])([CH3:29])[C:26]([CH3:32])([CH3:31])[O:25]4)=[CH:20][CH:19]=2)=[CH:9][CH:8]=3)[CH:4]=[CH:3]1.